From a dataset of NCI-60 drug combinations with 297,098 pairs across 59 cell lines. Regression. Given two drug SMILES strings and cell line genomic features, predict the synergy score measuring deviation from expected non-interaction effect. (1) Drug 1: C1=CC(=C2C(=C1NCCNCCO)C(=O)C3=C(C=CC(=C3C2=O)O)O)NCCNCCO. Synergy scores: CSS=28.9, Synergy_ZIP=-7.08, Synergy_Bliss=1.49, Synergy_Loewe=-2.16, Synergy_HSA=4.96. Cell line: OVCAR-5. Drug 2: C1=CC(=CC=C1CCCC(=O)O)N(CCCl)CCCl. (2) Drug 1: CCC(=C(C1=CC=CC=C1)C2=CC=C(C=C2)OCCN(C)C)C3=CC=CC=C3.C(C(=O)O)C(CC(=O)O)(C(=O)O)O. Drug 2: C#CCC(CC1=CN=C2C(=N1)C(=NC(=N2)N)N)C3=CC=C(C=C3)C(=O)NC(CCC(=O)O)C(=O)O. Cell line: LOX IMVI. Synergy scores: CSS=75.8, Synergy_ZIP=-2.05, Synergy_Bliss=-3.69, Synergy_Loewe=-0.367, Synergy_HSA=-0.334.